This data is from Reaction yield outcomes from USPTO patents with 853,638 reactions. The task is: Predict the reaction yield, written as a fraction of the theoretical maximum amount of product (1.0 means a 100% yield; for example, 0.34 means a 34% yield). (1) The reactants are [NH2:1][C:2]1[C:10]([Br:11])=[CH:9][C:8]([CH3:12])=[CH:7][C:3]=1[C:4]([OH:6])=[O:5].S(Cl)(Cl)=O.[CH2:17](O)[CH3:18]. No catalyst specified. The product is [NH2:1][C:2]1[C:10]([Br:11])=[CH:9][C:8]([CH3:12])=[CH:7][C:3]=1[C:4]([O:6][CH2:17][CH3:18])=[O:5]. The yield is 0.640. (2) The reactants are [N:1]1([C:7]([O:9][C:10]([CH3:13])([CH3:12])[CH3:11])=[O:8])[CH2:6][CH2:5][NH:4][CH2:3][CH2:2]1.[C:14]1(=O)[CH2:17][CH2:16][CH2:15]1.[BH-](OC(C)=O)(OC(C)=O)OC(C)=O.[Na+]. The catalyst is C(Cl)CCl. The product is [CH:14]1([N:4]2[CH2:5][CH2:6][N:1]([C:7]([O:9][C:10]([CH3:13])([CH3:12])[CH3:11])=[O:8])[CH2:2][CH2:3]2)[CH2:17][CH2:16][CH2:15]1. The yield is 1.00. (3) The reactants are [CH2:1]([Si:3]([CH2:19][CH3:20])([CH2:17][CH3:18])[C:4]1[C:9]2[O:10][C:11]3[CH:16]=[CH:15][CH:14]=[CH:13][C:12]=3[C:8]=2[CH:7]=[CH:6][CH:5]=1)[CH3:2].CC([O-])(C)C.[K+].[SiH](CC)(CC)CC. The catalyst is C1(C)C=CC=CC=1. The product is [C:8]1([C:12]2[CH:11]=[CH:16][CH:15]=[CH:14][CH:13]=2)[C:9]([OH:10])=[CH:4][CH:5]=[CH:6][CH:7]=1.[CH2:17]([Si:3]([CH2:1][CH3:2])([CH2:19][CH3:20])[C:4]1[CH:5]=[CH:6][CH:7]=[C:8]([C:12]2[CH:13]=[CH:14][CH:15]=[CH:16][CH:11]=2)[C:9]=1[OH:10])[CH3:18].[CH2:17]([Si:3]([CH2:1][CH3:2])([CH2:19][CH3:20])[C:4]1[CH:9]=[C:8]([C:12]2[CH:13]=[CH:14][CH:15]=[CH:16][C:11]=2[OH:10])[CH:7]=[CH:6][CH:5]=1)[CH3:18]. The yield is 0.350. (4) The reactants are [H-].[Na+].O1CCOCC1.[O:9]1[CH2:14][CH2:13][O:12][CH2:11][CH:10]1[CH2:15][OH:16].F[C:18]1[N:23]=[CH:22][C:21]([C:24]2[C:25]([CH3:43])=[N:26][CH:27]=[C:28]([NH:30][C:31](=[O:42])[C:32]3[CH:37]=[CH:36][CH:35]=[C:34]([C:38]([F:41])([F:40])[F:39])[CH:33]=3)[CH:29]=2)=[CH:20][C:19]=1[N:44]1[CH2:49][CH2:48][O:47][CH2:46][CH2:45]1. The catalyst is O. The product is [O:9]1[CH2:14][CH2:13][O:12][CH2:11][CH:10]1[CH2:15][O:16][C:18]1[N:23]=[CH:22][C:21]([C:24]2[C:25]([CH3:43])=[N:26][CH:27]=[C:28]([NH:30][C:31](=[O:42])[C:32]3[CH:37]=[CH:36][CH:35]=[C:34]([C:38]([F:39])([F:41])[F:40])[CH:33]=3)[CH:29]=2)=[CH:20][C:19]=1[N:44]1[CH2:49][CH2:48][O:47][CH2:46][CH2:45]1. The yield is 0.490. (5) The reactants are O=[C:2]1[CH2:6][CH2:5][N:4]([C:7]2[CH:17]=[CH:16][C:10]([C:11]([O:13][CH2:14][CH3:15])=[O:12])=[CH:9][CH:8]=2)[CH2:3]1.[C@@H:18]1([NH2:25])[CH2:23][CH2:22][CH2:21][CH2:20][C@H:19]1[NH2:24].[O-]S([O-])(=O)=O.[Na+].[Na+].C(O[BH-](OC(=O)C)OC(=O)C)(=O)C.[Na+]. The catalyst is CC(O)=O.C(Cl)Cl. The product is [NH2:24][C@@H:19]1[CH2:20][CH2:21][CH2:22][CH2:23][C@H:18]1[NH:25][CH:2]1[CH2:6][CH2:5][N:4]([C:7]2[CH:17]=[CH:16][C:10]([C:11]([O:13][CH2:14][CH3:15])=[O:12])=[CH:9][CH:8]=2)[CH2:3]1. The yield is 0.572.